This data is from Catalyst prediction with 721,799 reactions and 888 catalyst types from USPTO. The task is: Predict which catalyst facilitates the given reaction. Reactant: Br[C:2]1[CH:9]=[C:8]([F:10])[CH:7]=[CH:6][C:3]=1[C:4]#[N:5].C([Mg]Cl)(C)C.CN(C)[CH:18]=[O:19].Cl. Product: [F:10][C:8]1[CH:7]=[CH:6][C:3]([C:4]#[N:5])=[C:2]([CH:18]=[O:19])[CH:9]=1. The catalyst class is: 7.